From a dataset of Forward reaction prediction with 1.9M reactions from USPTO patents (1976-2016). Predict the product of the given reaction. (1) Given the reactants [OH-].[Li+].[C:3]12([NH:13][C:14]([C:16]3[CH:17]=[CH:18][C:19]([N:26]4[CH2:31][CH2:30][CH2:29][C@@H:28]([CH2:32][C:33]([O:35]C)=[O:34])[CH2:27]4)=[N:20][C:21]=3[S:22][CH2:23][CH2:24][CH3:25])=[O:15])[CH2:12][CH:7]3[CH2:8][CH:9]([CH2:11][CH:5]([CH2:6]3)[CH2:4]1)[CH2:10]2.Cl, predict the reaction product. The product is: [C:3]12([NH:13][C:14]([C:16]3[CH:17]=[CH:18][C:19]([N:26]4[CH2:31][CH2:30][CH2:29][C@@H:28]([CH2:32][C:33]([OH:35])=[O:34])[CH2:27]4)=[N:20][C:21]=3[S:22][CH2:23][CH2:24][CH3:25])=[O:15])[CH2:12][CH:7]3[CH2:6][CH:5]([CH2:11][CH:9]([CH2:8]3)[CH2:10]1)[CH2:4]2. (2) Given the reactants [CH:1]1([N:5]2[CH2:10][CH2:9][N:8]([C:11]([C:13]3[CH:14]=[C:15]4[C:19](=[CH:20][CH:21]=3)[NH:18][C:17]([C:22]([N:24]3[CH2:29][CH2:28][S:27](=[O:31])(=[O:30])[CH2:26][CH2:25]3)=[O:23])=[CH:16]4)=[O:12])[CH2:7][CH2:6]2)[CH2:4][CH2:3][CH2:2]1.[CH3:32][S:33]([C:36]1[CH:37]=[C:38](B(O)O)[CH:39]=[CH:40][CH:41]=1)(=[O:35])=[O:34].N1C=CC=CC=1, predict the reaction product. The product is: [CH:1]1([N:5]2[CH2:6][CH2:7][N:8]([C:11]([C:13]3[CH:14]=[C:15]4[C:19](=[CH:20][CH:21]=3)[N:18]([C:40]3[CH:39]=[CH:38][CH:37]=[C:36]([S:33]([CH3:32])(=[O:35])=[O:34])[CH:41]=3)[C:17]([C:22]([N:24]3[CH2:29][CH2:28][S:27](=[O:30])(=[O:31])[CH2:26][CH2:25]3)=[O:23])=[CH:16]4)=[O:12])[CH2:9][CH2:10]2)[CH2:2][CH2:3][CH2:4]1. (3) Given the reactants [CH3:1]C(C)([O-])C.[K+].C1COCC1.[CH2:12]([C@H:19]([NH:22][C:23](=[O:29])[O:24][C:25]([CH3:28])([CH3:27])[CH3:26])[CH:20]=O)[C:13]1[CH:18]=[CH:17][CH:16]=[CH:15][CH:14]=1, predict the reaction product. The product is: [CH2:12]([C@H:19]([NH:22][C:23](=[O:29])[O:24][C:25]([CH3:28])([CH3:27])[CH3:26])[CH:20]=[CH2:1])[C:13]1[CH:18]=[CH:17][CH:16]=[CH:15][CH:14]=1. (4) Given the reactants [NH2:1][C:2]1[C:3]([C:24]([O:26][CH3:27])=[O:25])=[N:4][C:5]([C:16]2[CH:21]=[CH:20][C:19]([O:22][CH3:23])=[CH:18][CH:17]=2)=[N:6][C:7]=1[C:8]1[CH:13]=[CH:12][C:11]([O:14][CH3:15])=[CH:10][CH:9]=1.N([O-])=O.[Na+].[N-:32]=[N+:33]=[N-].[Na+].C(OCC)C, predict the reaction product. The product is: [N:1]([C:2]1[C:3]([C:24]([O:26][CH3:27])=[O:25])=[N:4][C:5]([C:16]2[CH:21]=[CH:20][C:19]([O:22][CH3:23])=[CH:18][CH:17]=2)=[N:6][C:7]=1[C:8]1[CH:9]=[CH:10][C:11]([O:14][CH3:15])=[CH:12][CH:13]=1)=[N+:32]=[N-:33]. (5) Given the reactants [C:1]([CH2:3][C:4](=[S:6])[NH2:5])#[N:2].[CH:7]([C:9]1[CH:14]=[CH:13][C:12]([N:15]2[CH2:20][CH2:19][N:18]([C:21]([O:23][C:24]([CH3:27])([CH3:26])[CH3:25])=[O:22])[CH2:17][CH2:16]2)=[CH:11][C:10]=1[N+:28]([O-:30])=[O:29])=O, predict the reaction product. The product is: [NH2:5][C:4](=[S:6])[C:3]([C:1]#[N:2])=[CH:7][C:9]1[CH:14]=[CH:13][C:12]([N:15]2[CH2:20][CH2:19][N:18]([C:21]([O:23][C:24]([CH3:27])([CH3:25])[CH3:26])=[O:22])[CH2:17][CH2:16]2)=[CH:11][C:10]=1[N+:28]([O-:30])=[O:29]. (6) The product is: [I:16][C:4]1[CH:5]=[CH:6][C:7]([N:9]2[CH2:10][CH2:11][N:12]([CH3:15])[CH2:13][CH2:14]2)=[N:8][C:3]=1[O:2][CH3:1]. Given the reactants [CH3:1][O:2][C:3]1[N:8]=[C:7]([N:9]2[CH2:14][CH2:13][N:12]([CH3:15])[CH2:11][CH2:10]2)[CH:6]=[CH:5][CH:4]=1.[I:16]N1C(=O)CCC1=O, predict the reaction product.